This data is from Ames mutagenicity test results for genotoxicity prediction. The task is: Regression/Classification. Given a drug SMILES string, predict its toxicity properties. Task type varies by dataset: regression for continuous values (e.g., LD50, hERG inhibition percentage) or binary classification for toxic/non-toxic outcomes (e.g., AMES mutagenicity, cardiotoxicity, hepatotoxicity). Dataset: ames. (1) The molecule is OC1c2ccc3cccnc3c2C2OC2C1O. The result is 1 (mutagenic). (2) The result is 0 (non-mutagenic). The drug is [O-][n+]1c2ccc3ccccc3c2cc2c3ccccc3ccc21. (3) The compound is CC(=O)Nc1cccc(O)c1. The result is 0 (non-mutagenic). (4) The molecule is c1cc(OCC2CO2)c2sncc2c1. The result is 1 (mutagenic). (5) The drug is C=CCc1ccc(OC)cc1. The result is 0 (non-mutagenic). (6) The molecule is [N-]=[N+]=NCCC(N)C(=O)O. The result is 1 (mutagenic). (7) The molecule is O=C1NC(=S)NC(=O)C1C(=O)Nc1ccccc1. The result is 0 (non-mutagenic).